From a dataset of Forward reaction prediction with 1.9M reactions from USPTO patents (1976-2016). Predict the product of the given reaction. Given the reactants [SH:1][C:2]1[C:6]2[CH:7]=[CH:8][CH:9]=[CH:10][C:5]=2[O:4][C:3]=1[CH:11]=O.[C:13]1(P([C:13]2[CH:18]=CC=[CH:15][CH:14]=2)[C:13]2[CH:18]=CC=[CH:15][CH:14]=2)[CH:18]=CC=[CH:15][CH:14]=1.C([Li])CCC, predict the reaction product. The product is: [CH:11](/[C:3]1[O:4][C:5]2[CH:10]=[CH:9][CH:8]=[CH:7][C:6]=2[C:2]=1[SH:1])=[CH:18]\[CH:13]=[CH:14]\[CH3:15].